From a dataset of CYP2D6 inhibition data for predicting drug metabolism from PubChem BioAssay. Regression/Classification. Given a drug SMILES string, predict its absorption, distribution, metabolism, or excretion properties. Task type varies by dataset: regression for continuous measurements (e.g., permeability, clearance, half-life) or binary classification for categorical outcomes (e.g., BBB penetration, CYP inhibition). Dataset: cyp2d6_veith. (1) The drug is COC(=O)CSc1nnc(-c2ccccc2OC)n1-c1ccc(C)cc1. The result is 0 (non-inhibitor). (2) The compound is CCNC(=O)CN1c2cccc3cccc(c23)S1(=O)=O. The result is 0 (non-inhibitor). (3) The compound is N=C(N)c1ccc(OCCCCCOc2ccc(C(=N)N)cc2)cc1.O=S([O-])OCCO.O=S([O-])OCCO. The result is 0 (non-inhibitor). (4) The compound is COc1cc2c(c(OC)c1OC)-c1ccc(OC)c(=O)cc1[C@H](NC(C)=O)CC2. The result is 0 (non-inhibitor). (5) The compound is NC(N)=NCCC[C@H](N)C(=O)O. The result is 0 (non-inhibitor).